This data is from Full USPTO retrosynthesis dataset with 1.9M reactions from patents (1976-2016). The task is: Predict the reactants needed to synthesize the given product. (1) Given the product [CH2:1]([O:8][C:9]1[CH:14]=[CH:13][C:12]([C:15]2[N:16]=[N:17][N:18]([CH3:24])[N:19]=2)=[CH:11][C:10]=1[F:20])[C:2]1[CH:3]=[CH:4][CH:5]=[CH:6][CH:7]=1.[CH2:1]([O:8][C:9]1[CH:14]=[CH:13][C:12]([C:15]2[N:19]([CH3:24])[N:18]=[N:17][N:16]=2)=[CH:11][C:10]=1[F:20])[C:2]1[CH:3]=[CH:4][CH:5]=[CH:6][CH:7]=1, predict the reactants needed to synthesize it. The reactants are: [CH2:1]([O:8][C:9]1[CH:14]=[CH:13][C:12]([C:15]2[NH:19][N:18]=[N:17][N:16]=2)=[CH:11][C:10]=1[F:20])[C:2]1[CH:7]=[CH:6][CH:5]=[CH:4][CH:3]=1.[H-].[Na+].I[CH3:24]. (2) Given the product [CH2:27]([C:31]1[CH:36]=[CH:35][C:34]([CH:15]2[CH2:19][CH2:18][NH:17][CH2:16]2)=[CH:33][CH:32]=1)[CH2:28][CH2:29][CH3:30], predict the reactants needed to synthesize it. The reactants are: C(C1C=CC(C2CNC2)=CC=1)CC.O=[C:15]1[CH2:19][CH2:18][N:17](C(OC(C)(C)C)=O)[CH2:16]1.[CH2:27]([C:31]1[CH:36]=[CH:35][C:34](B(O)O)=[CH:33][CH:32]=1)[CH2:28][CH2:29][CH3:30]. (3) Given the product [CH2:24]([N:26]1[CH2:31][CH2:30][CH:29]([NH:32][C:19](=[O:21])[C:18]2[CH:22]=[CH:23][C:15]([O:14][CH2:13][C:3]3[C:4]([C:7]4[CH:8]=[CH:9][CH:10]=[CH:11][CH:12]=4)=[N:5][O:6][C:2]=3[CH3:1])=[N:16][CH:17]=2)[CH2:28][CH2:27]1)[CH3:25], predict the reactants needed to synthesize it. The reactants are: [CH3:1][C:2]1[O:6][N:5]=[C:4]([C:7]2[CH:12]=[CH:11][CH:10]=[CH:9][CH:8]=2)[C:3]=1[CH2:13][O:14][C:15]1[CH:23]=[CH:22][C:18]([C:19]([OH:21])=O)=[CH:17][N:16]=1.[CH2:24]([N:26]1[CH2:31][CH2:30][CH:29]([NH2:32])[CH2:28][CH2:27]1)[CH3:25]. (4) Given the product [CH2:1]([O:3][C:4](=[O:35])[CH:5]=[C:6]([C:28]1[CH:33]=[CH:32][CH:31]=[CH:30][C:29]=1[Cl:34])[C:7]1[N:19]([C:20]2[C:25]([F:26])=[CH:24][CH:23]=[CH:22][C:21]=2[F:27])[C:10]2[N:11]=[C:12]([NH:46][CH:47]([CH3:52])[C:48]([OH:50])([CH3:51])[CH3:49])[N:13]=[CH:14][C:9]=2[CH:8]=1)[CH3:2], predict the reactants needed to synthesize it. The reactants are: [CH2:1]([O:3][C:4](=[O:35])[CH:5]=[C:6]([C:28]1[CH:33]=[CH:32][CH:31]=[CH:30][C:29]=1[Cl:34])[C:7]1[N:19]([C:20]2[C:25]([F:26])=[CH:24][CH:23]=[CH:22][C:21]=2[F:27])[C:10]2[N:11]=[C:12](S(C)(=O)=O)[N:13]=[CH:14][C:9]=2[CH:8]=1)[CH3:2].C(N(C(C)C)CC)(C)C.Cl.[NH2:46][CH:47]([CH3:52])[C:48]([CH3:51])([OH:50])[CH3:49]. (5) Given the product [N:18]1([S:15]([C:11]2[CH:10]=[C:9]3[C:14](=[CH:13][CH:12]=2)[NH:6][C:7](=[O:28])[C:8]3=[O:23])(=[O:17])=[O:16])[CH2:22][CH2:21][CH2:20][CH2:19]1, predict the reactants needed to synthesize it. The reactants are: CC(C)(C[N:6]1[C:14]2[C:9](=[CH:10][C:11]([S:15]([N:18]3[CH2:22][CH2:21][CH2:20][CH2:19]3)(=[O:17])=[O:16])=[CH:12][CH:13]=2)[C:8]2(OCCC[O:23]2)[C:7]1=[O:28])C#N.N.C1COCC1.[H][H]. (6) Given the product [Cl:1][CH2:2][C:3]([NH:20][CH2:19][CH2:18][C:8]1[CH:9]=[C:10]([O:16][CH3:17])[C:11]([N+:13]([O-:15])=[O:14])=[CH:12][C:7]=1[Cl:6])=[O:4], predict the reactants needed to synthesize it. The reactants are: [Cl:1][CH2:2][C:3](Cl)=[O:4].[Cl:6][C:7]1[CH:12]=[C:11]([N+:13]([O-:15])=[O:14])[C:10]([O:16][CH3:17])=[CH:9][C:8]=1[CH2:18][CH2:19][NH2:20].C(N(CC)CC)C.O. (7) Given the product [ClH:1].[Cl:25][C:26]1[CH:35]=[CH:34][CH:33]=[CH:32][C:27]=1[O:28][CH2:29][CH2:30][NH:31][C:2]1[N:9]=[C:8]([NH:10][C:11]2[CH:15]=[C:14]([CH3:16])[NH:13][N:12]=2)[CH:7]=[C:6]([C:17]2[CH:22]=[CH:21][C:20]([O:23][CH3:24])=[CH:19][CH:18]=2)[C:3]=1[C:4]#[N:5], predict the reactants needed to synthesize it. The reactants are: [Cl:1][C:2]1[N:9]=[C:8]([NH:10][C:11]2[CH:15]=[C:14]([CH3:16])[NH:13][N:12]=2)[CH:7]=[C:6]([C:17]2[CH:22]=[CH:21][C:20]([O:23][CH3:24])=[CH:19][CH:18]=2)[C:3]=1[C:4]#[N:5].[Cl:25][C:26]1[CH:35]=[CH:34][CH:33]=[CH:32][C:27]=1[O:28][CH2:29][CH2:30][NH2:31].C(=O)([O-])O.[Na+].CS(C)=O. (8) Given the product [N:10]([CH2:9][C:6]1[CH:5]=[CH:4][C:3]([CH2:1][CH3:2])=[N+:8]([O-:21])[CH:7]=1)=[N+:11]=[N-:12], predict the reactants needed to synthesize it. The reactants are: [CH2:1]([C:3]1[N:8]=[CH:7][C:6]([CH2:9][N:10]=[N+:11]=[N-:12])=[CH:5][CH:4]=1)[CH3:2].ClC1C=CC=C(C(OO)=[O:21])C=1.C(=O)([O-])O.[Na+]. (9) The reactants are: [Cl:1][C:2]1[CH:3]=[N:4][CH:5]=[C:6]([Cl:20])[C:7]=1[S:8][C:9]1[S:13][C:12]([C:14]([OH:16])=O)=[CH:11][C:10]=1[N+:17]([O-:19])=[O:18].[F:21][C:22]1[CH:23]=[C:24]([CH:27]=[CH:28][CH:29]=1)[CH2:25][NH2:26]. Given the product [Cl:20][C:6]1[CH:5]=[N:4][CH:3]=[C:2]([Cl:1])[C:7]=1[S:8][C:9]1[S:13][C:12]([C:14]([NH:26][CH2:25][C:24]2[CH:27]=[CH:28][CH:29]=[C:22]([F:21])[CH:23]=2)=[O:16])=[CH:11][C:10]=1[N+:17]([O-:19])=[O:18], predict the reactants needed to synthesize it.